This data is from Cav3 T-type calcium channel HTS with 100,875 compounds. The task is: Binary Classification. Given a drug SMILES string, predict its activity (active/inactive) in a high-throughput screening assay against a specified biological target. (1) The result is 0 (inactive). The drug is Clc1ccc(S(=O)(=O)C2(CCN(CC2)Cc2ccccc2)C(OCC)=O)cc1. (2) The drug is S(=O)(=O)(N1CC(CCC1)C(=O)NCc1c(OC)cccc1)c1[nH]cnc1. The result is 0 (inactive). (3) The compound is s1c(c(n(c2ccc(cc2)C)c1=S)N)C(=O)NCc1cccnc1. The result is 0 (inactive). (4) The compound is S(c1n(nnn1)c1cc(ccc1)C(O)=O)Cc1ncccc1. The result is 0 (inactive). (5) The molecule is Brc1ccc(C2N=c3n([nH]c(c3)C(=O)NCC3OCCC3)C(C2)C(F)(F)F)cc1. The result is 0 (inactive). (6) The drug is S\1C(C(=O)N(C1=N/N\C=C1\C=C(OC)C(=O)C=C1)c1ccc(O)cc1)CC(O)=O. The result is 0 (inactive).